This data is from Catalyst prediction with 721,799 reactions and 888 catalyst types from USPTO. The task is: Predict which catalyst facilitates the given reaction. (1) Reactant: [F:1][C:2]1[C:12]([NH:13][CH2:14][C:15]2[CH:20]=[C:19]([C:21]3[CH:26]=[CH:25][CH:24]=[C:23]([F:27])[CH:22]=3)[CH:18]=[CH:17][C:16]=2[F:28])=[C:11]([F:29])[CH:10]=[CH:9][C:3]=1[O:4][CH2:5][C:6]([OH:8])=[O:7].[O:30]1[CH2:35][CH2:34][N:33]([CH2:36][CH2:37]O)[CH2:32][CH2:31]1.CN(C(ON1N=NC2C=CC=NC1=2)=[N+](C)C)C.F[P-](F)(F)(F)(F)F.O. Product: [F:1][C:2]1[C:12]([NH:13][CH2:14][C:15]2[CH:20]=[C:19]([C:21]3[CH:26]=[CH:25][CH:24]=[C:23]([F:27])[CH:22]=3)[CH:18]=[CH:17][C:16]=2[F:28])=[C:11]([F:29])[CH:10]=[CH:9][C:3]=1[O:4][CH2:5][C:6]([O:8][CH2:37][CH2:36][N:33]1[CH2:34][CH2:35][O:30][CH2:31][CH2:32]1)=[O:7]. The catalyst class is: 59. (2) Reactant: C(OC([N:6]1[CH2:19][CH2:18][C:10]2[C:11]3[CH2:12][CH2:13][CH2:14][C:15]=3[CH:16]=[CH:17][C:9]=2[CH2:8][CH2:7]1)=O)C.[Si](I)(C)(C)C.CO. Product: [CH2:12]1[C:11]2[C:10]3[CH2:18][CH2:19][NH:6][CH2:7][CH2:8][C:9]=3[CH:17]=[CH:16][C:15]=2[CH2:14][CH2:13]1. The catalyst class is: 22.